Task: Binary Classification. Given a drug SMILES string, predict its activity (active/inactive) in a high-throughput screening assay against a specified biological target.. Dataset: HIV replication inhibition screening data with 41,000+ compounds from the AIDS Antiviral Screen (1) The result is 0 (inactive). The compound is CC1CC2OC(=O)C3(C)C2C(OC3(C)O)C2(C)C(=O)C=CC12. (2) The drug is COc1ccc(C=NNS(=O)(=O)c2ccc(NC(C)=O)cc2)cc1. The result is 0 (inactive).